Dataset: Reaction yield outcomes from USPTO patents with 853,638 reactions. Task: Predict the reaction yield, written as a fraction of the theoretical maximum amount of product (1.0 means a 100% yield; for example, 0.34 means a 34% yield). (1) The product is [CH2:1]([S:3]([C:4]1[C:5]([C:26]2[CH:31]=[CH:30][CH:29]=[CH:28][CH:27]=2)=[N:6][C:7]2[C:12]([C:13]=1[C:14]([NH:16][C@H:17]([C:20]1[CH:21]=[CH:22][CH:23]=[CH:24][CH:25]=1)[CH2:18][CH3:19])=[O:15])=[CH:11][CH:10]=[CH:9][CH:8]=2)=[O:33])[CH3:2]. The reactants are [CH2:1]([S:3][C:4]1[C:5]([C:26]2[CH:31]=[CH:30][CH:29]=[CH:28][CH:27]=2)=[N:6][C:7]2[C:12]([C:13]=1[C:14]([NH:16][C@H:17]([C:20]1[CH:25]=[CH:24][CH:23]=[CH:22][CH:21]=1)[CH2:18][CH3:19])=[O:15])=[CH:11][CH:10]=[CH:9][CH:8]=2)[CH3:2].C[OH:33]. The yield is 0.284. The catalyst is O.CCOC(C)=O. (2) The reactants are [C:1](Cl)(=[O:8])[C:2]1[CH:7]=[CH:6][CH:5]=[CH:4][CH:3]=1.C([N:13]1[C:18](=[O:19])[NH:17][C:16](=[O:20])[C:15]([C:21]2[CH:26]=[CH:25][CH:24]=[CH:23][CH:22]=2)=[N:14]1)(=O)C.N1C=CC=CC=1.Cl.O. The catalyst is O1CCOCC1. The product is [C:21]1([C:15]2[C:16](=[O:20])[N:17]([C:1](=[O:8])[C:2]3[CH:7]=[CH:6][CH:5]=[CH:4][CH:3]=3)[C:18](=[O:19])[NH:13][N:14]=2)[CH:22]=[CH:23][CH:24]=[CH:25][CH:26]=1. The yield is 0.160. (3) The reactants are CON(C)[C:4](=[O:28])[C:5]1[CH:10]=[CH:9][CH:8]=[C:7]([C:11]2[CH:12]=[CH:13][C:14]3[O:18][C:17]([CH2:19][CH2:20][N:21]4[CH2:25][CH2:24][CH2:23][C@H:22]4[CH3:26])=[CH:16][C:15]=3[CH:27]=2)[CH:6]=1.[CH2:30]([Mg]Br)[CH3:31]. The catalyst is O1CCCC1. The product is [CH3:26][C@@H:22]1[CH2:23][CH2:24][CH2:25][N:21]1[CH2:20][CH2:19][C:17]1[O:18][C:14]2[CH:15]=[CH:27][C:11]([C:7]3[CH:6]=[C:5]([C:4](=[O:28])[CH2:30][CH3:31])[CH:10]=[CH:9][CH:8]=3)=[CH:12][C:13]=2[CH:16]=1. The yield is 0.440. (4) The reactants are [F:1][C:2]1[CH:7]=[CH:6][C:5]([NH:8][C:9]([C:11]2[N:16]=[CH:15][C:14]([CH:17]([CH3:22])[C:18]([O:20]C)=[O:19])=[CH:13][CH:12]=2)=[O:10])=[CH:4][CH:3]=1.O.[OH-].[Li+]. The catalyst is O1CCCC1. The product is [F:1][C:2]1[CH:3]=[CH:4][C:5]([NH:8][C:9]([C:11]2[N:16]=[CH:15][C:14]([CH:17]([CH3:22])[C:18]([OH:20])=[O:19])=[CH:13][CH:12]=2)=[O:10])=[CH:6][CH:7]=1. The yield is 0.880. (5) The reactants are C[Si]([C:5]#[N:6])(C)C.[NH2:7][C:8]1[CH:13]=[CH:12][C:11]([CH3:14])=[CH:10][CH:9]=1.[C:15]1(=O)[CH2:18][CH2:17][CH2:16]1. The catalyst is ClCCl. The product is [CH3:14][C:11]1[CH:12]=[CH:13][C:8]([NH:7][C:15]2([C:5]#[N:6])[CH2:18][CH2:17][CH2:16]2)=[CH:9][CH:10]=1. The yield is 0.980.